This data is from Catalyst prediction with 721,799 reactions and 888 catalyst types from USPTO. The task is: Predict which catalyst facilitates the given reaction. (1) Product: [CH2:1]([O:3][C:4]1[CH:5]=[C:6]([C@H:12]([N:17]2[CH2:25][C:24]3[C:19](=[CH:20][CH:21]=[CH:22][CH:23]=3)[C:18]2=[O:26])[CH2:13][C:14]([NH:40][OH:41])=[O:15])[CH:7]=[CH:8][C:9]=1[O:10][CH3:11])[CH3:2]. Reactant: [CH2:1]([O:3][C:4]1[CH:5]=[C:6]([C@H:12]([N:17]2[CH2:25][C:24]3[C:19](=[CH:20][CH:21]=[CH:22][CH:23]=3)[C:18]2=[O:26])[CH2:13][C:14](O)=[O:15])[CH:7]=[CH:8][C:9]=1[O:10][CH3:11])[CH3:2].C(N1C=CN=C1)(N1C=CN=C1)=O.Cl.[NH2:40][OH:41]. The catalyst class is: 7. (2) Product: [CH:23]1([CH2:24][CH2:25][NH:20][C:18]([C:27]2[CH:32]=[CH:31][C:30]([C:29]3[CH2:28][CH2:6][NH:9][CH2:10][CH:12]=3)=[N:33][CH:1]=2)=[O:19])[CH2:22][CH2:21]1.[C:13]([O:17][C:18]([N:20]1[CH2:21][CH:22]=[C:23]([O:26][S:34]([C:37]([F:40])([F:39])[F:38])(=[O:36])=[O:35])[CH2:24][CH2:25]1)=[O:19])([CH3:16])([CH3:14])[CH3:15]. Reactant: [CH2:1]([Li])CCC.[CH:6]([NH:9][CH:10]([CH3:12])C)(C)C.[C:13]([O:17][C:18]([N:20]1[CH2:25][CH2:24][C:23](=[O:26])[CH2:22][CH2:21]1)=[O:19])([CH3:16])([CH3:15])[CH3:14].[CH:27]1[CH:32]=[CH:31][C:30]([N:33](S(C(F)(F)F)(=O)=O)[S:34]([C:37]([F:40])([F:39])[F:38])(=[O:36])=[O:35])=[CH:29][CH:28]=1. The catalyst class is: 56. (3) Reactant: [CH2:1]([OH:5])[CH2:2][CH:3]=[CH2:4].C(N(CC)CC)C.[CH3:13][S:14](Cl)(=[O:16])=[O:15].Cl. Product: [CH3:13][S:14]([O:5][CH2:1][CH2:2][CH:3]=[CH2:4])(=[O:16])=[O:15]. The catalyst class is: 2.